This data is from Reaction yield outcomes from USPTO patents with 853,638 reactions. The task is: Predict the reaction yield, written as a fraction of the theoretical maximum amount of product (1.0 means a 100% yield; for example, 0.34 means a 34% yield). (1) The product is [Br:1][C:2]1[C:7]([C:8]#[N:10])=[CH:6][C:5]([C:11]([F:13])([F:12])[F:14])=[N:4][CH:3]=1. The yield is 0.940. The reactants are [Br:1][C:2]1[C:7]([C:8]([NH2:10])=O)=[CH:6][C:5]([C:11]([F:14])([F:13])[F:12])=[N:4][CH:3]=1.[OH-].[Na+]. The catalyst is P(Cl)(Cl)(Cl)=O. (2) The reactants are [Cl:1][C:2]1[C:3]([CH:8]2[CH2:11][N:10](C(OC(C)(C)C)=O)[CH2:9]2)=[N:4][CH:5]=[CH:6][N:7]=1. The catalyst is Cl.CO. The product is [ClH:1].[NH:10]1[CH2:11][CH:8]([C:3]2[C:2]([Cl:1])=[N:7][CH:6]=[CH:5][N:4]=2)[CH2:9]1. The yield is 0.997. (3) The reactants are [CH3:1][O:2][C:3](=[O:36])[C:4]1[CH:9]=[CH:8][C:7]([CH2:10][CH:11]([C:26]([O:28]CC2C=CC=CC=2)=[O:27])[C:12]2[CH:17]=[CH:16][C:15]([O:18]CC3C=CC=CC=3)=[CH:14][CH:13]=2)=[CH:6][CH:5]=1.CCOC(C)=O. The catalyst is CCO.[Pd]. The product is [CH3:1][O:2][C:3](=[O:36])[C:4]1[CH:9]=[CH:8][C:7]([CH2:10][CH:11]([C:26]([OH:28])=[O:27])[C:12]2[CH:17]=[CH:16][C:15]([OH:18])=[CH:14][CH:13]=2)=[CH:6][CH:5]=1. The yield is 0.860. (4) The product is [CH3:25][C:24]1[C:20]([CH2:19][O:18][C:15]2[CH:14]=[CH:13][C:12]([CH:8]([C:9]#[C:10][CH3:11])[CH2:7][C:6]([OH:32])=[O:5])=[CH:17][CH:16]=2)=[N:21][N:22]([C:26]2[CH:27]=[CH:28][CH:29]=[CH:30][CH:31]=2)[N:23]=1. The catalyst is CCO. The yield is 0.950. The reactants are [OH-].[K+].C([O:5][C:6](=[O:32])[CH2:7][CH:8]([C:12]1[CH:17]=[CH:16][C:15]([O:18][CH2:19][C:20]2[C:24]([CH3:25])=[N:23][N:22]([C:26]3[CH:31]=[CH:30][CH:29]=[CH:28][CH:27]=3)[N:21]=2)=[CH:14][CH:13]=1)[C:9]#[C:10][CH3:11])C.O.Cl. (5) The reactants are [NH2:1][CH2:2][C:3]1[N:4]=[C:5]([NH:8][C:9]([NH:11][C:12]2[CH:17]=[CH:16][C:15]([CH3:18])=[CH:14][C:13]=2[C:19]([CH:21]2[CH2:25][CH2:24][CH2:23][CH2:22]2)=[O:20])=[O:10])[S:6][CH:7]=1.CC([O:30][C:31]([NH:33][CH2:34][C:35](O)=[O:36])=O)(C)C. No catalyst specified. The product is [CH:21]1([C:19]([C:13]2[CH:14]=[C:15]([CH3:18])[CH:16]=[CH:17][C:12]=2[NH:11][C:9]([NH:8][C:5]2[S:6][CH:7]=[C:3]([CH2:2][N:1]3[C:35](=[O:36])[CH2:34][NH:33][C:31]3=[O:30])[N:4]=2)=[O:10])=[O:20])[CH2:25][CH2:24][CH2:23][CH2:22]1. The yield is 0.690.